From a dataset of Full USPTO retrosynthesis dataset with 1.9M reactions from patents (1976-2016). Predict the reactants needed to synthesize the given product. (1) The reactants are: [Br:1][C:2]1[CH:14]=[CH:13][C:12]2[C:11]3[C:6](=[CH:7][CH:8]=[CH:9][CH:10]=3)[CH2:5][C:4]=2[CH:3]=1.[OH-:15].C[N+](C)(C)C. Given the product [Br:1][C:2]1[CH:14]=[CH:13][C:12]2[C:11]3[C:6](=[CH:7][CH:8]=[CH:9][CH:10]=3)[C:5](=[O:15])[C:4]=2[CH:3]=1, predict the reactants needed to synthesize it. (2) Given the product [C:32]([N:35]1[CH2:40][CH2:39][N:38]([CH2:2][CH2:3][CH2:4][O:5][C:6]2[C:15]3[C:10](=[CH:11][CH:12]=[CH:13][CH:14]=3)[C:9]([NH:16][C:17](=[O:31])[C:18]3[CH:23]=[C:22]([N:24]4[CH2:29][CH2:28][CH2:27][CH2:26][CH2:25]4)[CH:21]=[C:20]([F:30])[CH:19]=3)=[CH:8][CH:7]=2)[CH2:37][CH2:36]1)(=[O:34])[CH3:33], predict the reactants needed to synthesize it. The reactants are: Cl[CH2:2][CH2:3][CH2:4][O:5][C:6]1[C:15]2[C:10](=[CH:11][CH:12]=[CH:13][CH:14]=2)[C:9]([NH:16][C:17](=[O:31])[C:18]2[CH:23]=[C:22]([N:24]3[CH2:29][CH2:28][CH2:27][CH2:26][CH2:25]3)[CH:21]=[C:20]([F:30])[CH:19]=2)=[CH:8][CH:7]=1.[C:32]([N:35]1[CH2:40][CH2:39][NH:38][CH2:37][CH2:36]1)(=[O:34])[CH3:33]. (3) Given the product [Cl:28][Si:29]([CH:14]1[C:15]2[C:20](=[C:19]([C:22]3[CH:27]=[CH:26][CH:25]=[CH:24][CH:23]=3)[CH:18]=[CH:17][CH:16]=2)[CH:21]=[C:13]1[CH3:12])([CH3:31])[CH3:30], predict the reactants needed to synthesize it. The reactants are: [Li]CCCC.CCCCCC.[CH3:12][C:13]1[CH2:14][C:15]2[C:20]([CH:21]=1)=[C:19]([C:22]1[CH:27]=[CH:26][CH:25]=[CH:24][CH:23]=1)[CH:18]=[CH:17][CH:16]=2.[Cl:28][Si:29](Cl)([CH3:31])[CH3:30]. (4) Given the product [NH2:8][C:6]1[CH:7]=[C:2]([CH3:1])[C:3]([C:11]([O:13][CH2:14][CH3:15])=[O:12])=[N:4][CH:5]=1, predict the reactants needed to synthesize it. The reactants are: [CH3:1][C:2]1[C:3]([C:11]([O:13][CH2:14][CH3:15])=[O:12])=[N:4][CH:5]=[C:6]([N+:8]([O-])=O)[CH:7]=1. (5) Given the product [OH:3][CH:1]([C:4]1[C:17]2[C:8](=[C:9]3[CH2:20][CH2:19][CH2:18][N:11]4[CH2:12][CH2:13][CH2:14][C:15]([CH:16]=2)=[C:10]34)[O:7][C:6](=[O:21])[CH:5]=1)[CH3:2], predict the reactants needed to synthesize it. The reactants are: [C:1]([C:4]1[C:17]2[C:8](=[C:9]3[CH2:20][CH2:19][CH2:18][N:11]4[CH2:12][CH2:13][CH2:14][C:15]([CH:16]=2)=[C:10]34)[O:7][C:6](=[O:21])[CH:5]=1)(=[O:3])[CH3:2]. (6) Given the product [ClH:30].[CH2:27]([O:29][C:21](=[NH:22])[CH2:20][CH2:19][CH2:18][CH2:17][N:14]1[CH2:13][CH2:12][N:11]([C:9]2[CH:8]=[C:7]([CH:23]3[CH2:26][CH2:25][CH2:24]3)[N:6]=[C:5]([C:1]([CH3:4])([CH3:2])[CH3:3])[N:10]=2)[CH2:16][CH2:15]1)[CH3:28], predict the reactants needed to synthesize it. The reactants are: [C:1]([C:5]1[N:10]=[C:9]([N:11]2[CH2:16][CH2:15][N:14]([CH2:17][CH2:18][CH2:19][CH2:20][C:21]#[N:22])[CH2:13][CH2:12]2)[CH:8]=[C:7]([CH:23]2[CH2:26][CH2:25][CH2:24]2)[N:6]=1)([CH3:4])([CH3:3])[CH3:2].[CH2:27]([OH:29])[CH3:28].[ClH:30]. (7) Given the product [C:1]1([C:7]2[S:20][C:19](=[O:18])[S:21][C:8]=2[C:9]2[CH:10]=[CH:11][CH:12]=[CH:13][CH:14]=2)[CH:6]=[CH:5][CH:4]=[CH:3][CH:2]=1, predict the reactants needed to synthesize it. The reactants are: [C:1]1([C:7]#[C:8][C:9]2[CH:14]=[CH:13][CH:12]=[CH:11][CH:10]=2)[CH:6]=[CH:5][CH:4]=[CH:3][CH:2]=1.CC([O:18][C:19]([S:21][S:21][C:19]([O:18]C(C)C)=[S:20])=[S:20])C.